From a dataset of Peptide-MHC class II binding affinity with 134,281 pairs from IEDB. Regression. Given a peptide amino acid sequence and an MHC pseudo amino acid sequence, predict their binding affinity value. This is MHC class II binding data. (1) The binding affinity (normalized) is 0.714. The peptide sequence is INEPTAAAIAYGLDE. The MHC is HLA-DQA10501-DQB10301 with pseudo-sequence HLA-DQA10501-DQB10301. (2) The peptide sequence is IAMEVVLRKRQGPKQ. The binding affinity (normalized) is 0.249. The MHC is HLA-DQA10201-DQB10301 with pseudo-sequence HLA-DQA10201-DQB10301. (3) The binding affinity (normalized) is 0.285. The MHC is DRB1_0405 with pseudo-sequence DRB1_0405. The peptide sequence is SGGVWREMHHLVEFE. (4) The peptide sequence is QNSSFIIDGPNTPEC. The MHC is DRB1_0802 with pseudo-sequence DRB1_0802. The binding affinity (normalized) is 0.173. (5) The peptide sequence is FEQITFMQALQLLLE. The MHC is DRB1_1101 with pseudo-sequence DRB1_1101. The binding affinity (normalized) is 0.386. (6) The peptide sequence is GDEQKLRSAGELELQFRRVK. The MHC is DRB1_0701 with pseudo-sequence DRB1_0701. The binding affinity (normalized) is 0.311. (7) The peptide sequence is ASYASPSLQTLIAVS. The MHC is HLA-DQA10501-DQB10301 with pseudo-sequence HLA-DQA10501-DQB10301. The binding affinity (normalized) is 0.503. (8) The peptide sequence is KWHKHYLVCNYGPSG. The MHC is HLA-DQA10501-DQB10201 with pseudo-sequence HLA-DQA10501-DQB10201. The binding affinity (normalized) is 0.